This data is from Choline transporter screen with 302,306 compounds. The task is: Binary Classification. Given a drug SMILES string, predict its activity (active/inactive) in a high-throughput screening assay against a specified biological target. (1) The result is 0 (inactive). The molecule is S(=O)(=O)(N1CCN(CC1)c1ccc(F)cc1)c1c(OC)ccc(c1)c1onc(c1)C. (2) The molecule is O1C(CN2C(C(=C(O)C2=O)C(=O)c2occc2)c2cc(OCC)c(O)cc2)CCC1. The result is 0 (inactive). (3) The compound is s1c(c2nc(N3CCOCC3)c3c(n2)cccc3)ccc1. The result is 0 (inactive). (4) The result is 0 (inactive). The drug is O(C(=O)C1CCN(CC1)Cc1c(nn(c1)C)c1ccc(Oc2ccccc2)cc1)CC. (5) The molecule is s1c2c(=O)n(CCCC(=O)N3CC(N(CC3)c3cc(ccc3)C)C)c(=O)[nH]c2cc1. The result is 1 (active). (6) The drug is o1nc(c(c1C)C(=O)N\N=C\c1oc(cc1)C)c1ccccc1. The result is 0 (inactive).